From a dataset of Peptide-MHC class I binding affinity with 185,985 pairs from IEDB/IMGT. Regression. Given a peptide amino acid sequence and an MHC pseudo amino acid sequence, predict their binding affinity value. This is MHC class I binding data. (1) The peptide sequence is AESRKLLLIV. The MHC is Mamu-A11 with pseudo-sequence Mamu-A11. The binding affinity (normalized) is 0.811. (2) The peptide sequence is YIVVGVILL. The MHC is Mamu-A07 with pseudo-sequence Mamu-A07. The binding affinity (normalized) is 0.